This data is from Forward reaction prediction with 1.9M reactions from USPTO patents (1976-2016). The task is: Predict the product of the given reaction. (1) Given the reactants [NH2:1][C:2]1[C:3]2[C:10]([C:11](=[S:13])[NH2:12])=[CH:9][N:8]([C@H:14]3[C@H:18]([OH:19])[C@H:17]([OH:20])[C@@H:16]([CH2:21][OH:22])[O:15]3)[C:4]=2[N:5]=[CH:6][N:7]=1.NC1C2C(C(=S)N)=CN([C@H]3[C@H](O)C(O)C(CO)O3)C=2N=CN=1.[CH3:45][CH:46]([Si:48](Cl)([O:52][Si:53](Cl)([CH:57]([CH3:59])[CH3:58])[CH:54]([CH3:56])[CH3:55])[CH:49]([CH3:51])[CH3:50])[CH3:47], predict the reaction product. The product is: [NH2:1][C:2]1[C:3]2[C:10]([C:11](=[S:13])[NH2:12])=[CH:9][N:8]([C@@H:14]3[O:15][C@H:16]4[C@@H:17]([O:20][Si:48]([CH:46]([CH3:47])[CH3:45])([CH:49]([CH3:51])[CH3:50])[O:52][Si:53]([CH:57]([CH3:59])[CH3:58])([CH:54]([CH3:55])[CH3:56])[O:22][CH2:21]4)[C@H:18]3[OH:19])[C:4]=2[N:5]=[CH:6][N:7]=1. (2) Given the reactants C1(P(C2C=CC=CC=2)C2C=CC=CC=2)C=CC=CC=1.CN(C=O)C.[CH2:25]([O:29][C:30]1[CH:35]=[CH:34][C:33]([S:36](Cl)(=O)=O)=[CH:32][CH:31]=1)[C:26]#[C:27][CH3:28].Cl, predict the reaction product. The product is: [CH2:25]([O:29][C:30]1[CH:31]=[CH:32][C:33]([SH:36])=[CH:34][CH:35]=1)[C:26]#[C:27][CH3:28]. (3) Given the reactants [CH3:1][O:2][C:3]1[CH:4]=[CH:5][C:6]([C:11]([C:13]2[CH:14]=[C:15]([O:23][CH3:24])[C:16]([O:21][CH3:22])=[C:17]([O:19][CH3:20])[CH:18]=2)=[O:12])=[C:7]([OH:10])[C:8]=1[OH:9], predict the reaction product. The product is: [CH3:1][O:2][CH2:3][O:10][C:7]1[C:8]([O:9][CH2:17][O:19][CH3:20])=[C:3]([O:2][CH3:1])[CH:4]=[CH:5][C:6]=1[C:11](=[O:12])[C:13]1[CH:14]=[C:15]([O:23][CH3:24])[C:16]([O:21][CH3:22])=[C:17]([O:19][CH3:20])[CH:18]=1. (4) Given the reactants C(N)CN.CCCC[N+](CCCC)(CCCC)CCCC.[F-].[N:23]1([C:29]2[CH:30]=[C:31]3[CH:37]=[CH:36][N:35](COCC[Si](C)(C)C)[C:32]3=[N:33][CH:34]=2)[CH2:28][CH2:27][O:26][CH2:25][CH2:24]1.C([O-])(O)=O.[Na+], predict the reaction product. The product is: [N:23]1([C:29]2[CH:30]=[C:31]3[CH:37]=[CH:36][NH:35][C:32]3=[N:33][CH:34]=2)[CH2:24][CH2:25][O:26][CH2:27][CH2:28]1.